This data is from Merck oncology drug combination screen with 23,052 pairs across 39 cell lines. The task is: Regression. Given two drug SMILES strings and cell line genomic features, predict the synergy score measuring deviation from expected non-interaction effect. (1) Drug 1: COC12C(COC(N)=O)C3=C(C(=O)C(C)=C(N)C3=O)N1CC1NC12. Drug 2: O=C(CCCCCCC(=O)Nc1ccccc1)NO. Cell line: OCUBM. Synergy scores: synergy=1.30. (2) Drug 1: O=C(O)C1(Cc2cccc(Nc3nccs3)n2)CCC(Oc2cccc(Cl)c2F)CC1. Drug 2: COC1=C2CC(C)CC(OC)C(O)C(C)C=C(C)C(OC(N)=O)C(OC)C=CC=C(C)C(=O)NC(=CC1=O)C2=O. Cell line: DLD1. Synergy scores: synergy=3.98. (3) Drug 1: CCC1=CC2CN(C1)Cc1c([nH]c3ccccc13)C(C(=O)OC)(c1cc3c(cc1OC)N(C)C1C(O)(C(=O)OC)C(OC(C)=O)C4(CC)C=CCN5CCC31C54)C2. Drug 2: O=C(NOCC(O)CO)c1ccc(F)c(F)c1Nc1ccc(I)cc1F. Cell line: NCIH1650. Synergy scores: synergy=-10.7. (4) Drug 1: CC1(c2nc3c(C(N)=O)cccc3[nH]2)CCCN1. Drug 2: COC1CC2CCC(C)C(O)(O2)C(=O)C(=O)N2CCCCC2C(=O)OC(C(C)CC2CCC(OP(C)(C)=O)C(OC)C2)CC(=O)C(C)C=C(C)C(O)C(OC)C(=O)C(C)CC(C)C=CC=CC=C1C. Cell line: OCUBM. Synergy scores: synergy=10.1. (5) Drug 1: O=P1(N(CCCl)CCCl)NCCCO1. Drug 2: Cc1nc(Nc2ncc(C(=O)Nc3c(C)cccc3Cl)s2)cc(N2CCN(CCO)CC2)n1. Cell line: CAOV3. Synergy scores: synergy=2.15.